From a dataset of Catalyst prediction with 721,799 reactions and 888 catalyst types from USPTO. Predict which catalyst facilitates the given reaction. (1) Product: [ClH:26].[CH3:25][O:24][C:22]([CH2:21][N:11]1[C:12]2[C:17](=[CH:16][CH:15]=[CH:14][CH:13]=2)[C:18]2[CH2:19][CH2:20][NH:8][CH2:9][C:10]1=2)=[O:23]. The catalyst class is: 12. Reactant: C(OC([N:8]1[CH2:20][CH2:19][C:18]2[C:17]3[C:12](=[CH:13][CH:14]=[CH:15][CH:16]=3)[N:11]([CH2:21][C:22]([O:24][CH3:25])=[O:23])[C:10]=2[CH2:9]1)=O)(C)(C)C.[ClH:26]. (2) Reactant: [O:1]=[C:2]1[CH:7]=[CH:6][N:5]([C:8]2[CH:13]=[CH:12][CH:11]=[CH:10][CH:9]=2)[N:4]=[C:3]1[C:14]([C:16]1[CH:17]=[C:18]([NH:22][C:23](=[O:27])[O:24][CH2:25][CH3:26])[CH:19]=[CH:20][CH:21]=1)=[CH2:15].CC(N(C)C)=O. Product: [CH2:25]([O:24][C:23](=[O:27])[NH:22][C:18]1[CH:19]=[CH:20][CH:21]=[C:16]([CH:14]([C:3]2[C:2](=[O:1])[CH:7]=[CH:6][N:5]([C:8]3[CH:9]=[CH:10][CH:11]=[CH:12][CH:13]=3)[N:4]=2)[CH3:15])[CH:17]=1)[CH3:26]. The catalyst class is: 19. (3) Reactant: [Cl:1][C:2]1[C:6]([Cl:7])=[C:5]([CH2:8][OH:9])[S:4][N:3]=1.[C:10](Cl)(=[O:17])[C:11]1[CH:16]=[CH:15][CH:14]=[CH:13][CH:12]=1.C(N(CC)CC)C.O. Product: [C:10]([O:9][CH2:8][C:5]1[S:4][N:3]=[C:2]([Cl:1])[C:6]=1[Cl:7])(=[O:17])[C:11]1[CH:16]=[CH:15][CH:14]=[CH:13][CH:12]=1. The catalyst class is: 11. (4) Reactant: [CH3:1][C:2](C)([O-])C.[K+].[N+:7]([C:10]1[CH:11]=[C:12]([C:17]#[C:18][C:19]2[CH:24]=[CH:23][CH:22]=[CH:21][CH:20]=2)[C:13]([NH2:16])=[N:14][CH:15]=1)([O-:9])=[O:8].I[CH2:26]C.O. Product: [CH2:1]([N:16]1[C:13]2=[N:14][CH:15]=[C:10]([N+:7]([O-:9])=[O:8])[CH:11]=[C:12]2[CH:17]=[C:18]1[C:19]1[CH:24]=[CH:23][C:22]([CH3:26])=[CH:21][CH:20]=1)[CH3:2]. The catalyst class is: 31.